The task is: Regression. Given a peptide amino acid sequence and an MHC pseudo amino acid sequence, predict their binding affinity value. This is MHC class I binding data.. This data is from Peptide-MHC class I binding affinity with 185,985 pairs from IEDB/IMGT. The peptide sequence is GLAGLQTDV. The MHC is HLA-B07:02 with pseudo-sequence HLA-B07:02. The binding affinity (normalized) is 0.0847.